From a dataset of Antibody developability classification from SAbDab with 2,409 antibodies. Regression/Classification. Given an antibody's heavy chain and light chain sequences, predict its developability. TAP uses regression for 5 developability metrics; SAbDab uses binary classification. (1) The antibody is ['QVQLVQSGAEVKKPGASVKVSCKVSGYTLTELSMHWVRQAPGKGLEWMGGFDREDGETIYAQKFQGRVTMTEDTSTDTAYMELSSLRSEDTAVYYCAIDPIRYNWNYGDYWGQGTLVTVSS', 'LPVLTQPPSSSASPGESARLTCTLPSDISVSSYNIYWYQQKPGSPPRFLLYYYSDSDKGQGSGVPSRFSGSKDASDNTGILLISGLQSEDEADYYCMIWPSNAWVFGGGTKLTVL']. Result: 0 (not developable). (2) The antibody is ['EVQLVESGGGLVQPGGSLRLSCAVSGYSITSGYSWNWIRQAPGKGLEWVASITYDGSTNYNPSVKGRITISRDDSKNTFYLQMNSLRAEDTAVYYCARGSHYFGHWHFAVWGQGTLVTVSS', 'DIQLTQSPSSLSASVGDRVTITCRASQSVDYDGDSYMNWYQQKPGKAPKLLIYAASYLESGVPSRFSGSGSGTDFTLTISSLQPEDFATYYCQQSHEDPYTFGQGTKVEIK']. Result: 1 (developable). (3) The antibody is ['QVQLVQPGTAMKSLGSSLTITCRVSGDDLGSFHFGTYFMIWVRQAPGQGLEYMGGILPSTKTPTYAHKFRGRVSISAPGVPPVLSLALTNLTYDDTATYFCARERGRHFEPKNRDNLEGKFFDLWGRGTFVRVSP', 'QSALTQPASVSGSPGQSINISCAGRSDRVSWYQQRPNGVPKLLMFDVYRRPSGVSDRFSGSHSGDTAFLTISGLQTEDEADYYCTSHPYAFGAGTKVNVL']. Result: 0 (not developable). (4) The antibody is ['DVQLQESGPGLVKPSQSLSLTCTVTGYSITNNYAWNWIRQFPGNKLEWMGYINYSGTTSYNPSLKSRISITRDTSKNQFFLQLNSVTTEDTATYFCVRGYDYFAMDYWGQGTSVTVSS', 'QIVLTQSPAIMSASLGDRVTMTCTASSSVSSSYLHWYQQKPGSSPKLWIYSTSNLASGVPARFSGSGSGTSYSLTISSMEAEDAATYYCHQFHRSLTFGSGTKLEIK']. Result: 0 (not developable).